Dataset: Retrosynthesis with 50K atom-mapped reactions and 10 reaction types from USPTO. Task: Predict the reactants needed to synthesize the given product. (1) Given the product Nc1ccc(C(=O)NCCCn2ccnc2)cc1, predict the reactants needed to synthesize it. The reactants are: O=C(NCCCn1ccnc1)c1ccc([N+](=O)[O-])cc1. (2) The reactants are: CCOC(=O)[C@@H]1CC2(CCN(c3cc(O[C@H](c4ccc(Br)cc4-n4ccc(C)n4)C(F)(F)F)nc(C)n3)CC2)CN1. Given the product Cc1ccn(-c2cc(Br)ccc2[C@@H](Oc2cc(N3CCC4(CC3)CN[C@H](C(=O)O)C4)nc(C)n2)C(F)(F)F)n1, predict the reactants needed to synthesize it. (3) Given the product O=C(Nc1nc2cc(-c3cccc(C(F)(F)F)c3)ccc2[nH]1)c1cn2c(OC3CCNCC3)cccc2n1, predict the reactants needed to synthesize it. The reactants are: CC(C)(C)OC(=O)N1CCC(Oc2cccc3nc(C(=O)Nc4nc5cc(-c6cccc(C(F)(F)F)c6)ccc5[nH]4)cn23)CC1. (4) The reactants are: CC1(C)Cc2cc(N)c3c(c2C(c2ccccc2)=N1)CC(C)(C)O3.CS(=O)(=O)Cl. Given the product CC1(C)Cc2cc(NS(C)(=O)=O)c3c(c2C(c2ccccc2)=N1)CC(C)(C)O3, predict the reactants needed to synthesize it.